The task is: Predict the reactants needed to synthesize the given product.. This data is from Full USPTO retrosynthesis dataset with 1.9M reactions from patents (1976-2016). (1) Given the product [CH:26]([NH:29][C:30]([NH:12][C:7]1[CH:8]=[C:9]2[C:4](=[CH:5][CH:6]=1)[N:3]=[C:2]([NH:25][C:24]1[C:18]3[O:17][CH:16]([CH3:15])[CH2:20][C:19]=3[CH:21]=[CH:22][CH:23]=1)[CH:11]=[CH:10]2)=[O:31])([CH3:28])[CH3:27], predict the reactants needed to synthesize it. The reactants are: Cl[C:2]1[CH:11]=[CH:10][C:9]2[C:4](=[CH:5][CH:6]=[C:7]([N+:12]([O-])=O)[CH:8]=2)[N:3]=1.[CH3:15][CH:16]1[CH2:20][C:19]2[CH:21]=[CH:22][CH:23]=[C:24]([NH2:25])[C:18]=2[O:17]1.[CH:26]([N:29]=[C:30]=[O:31])([CH3:28])[CH3:27]. (2) Given the product [CH2:20]([O:19][C:17]([C:12]12[CH2:11][CH2:10][C:9]([NH:8][CH2:37][C:36]([N:34]3[CH2:35][CH:31]([F:30])[CH2:32][CH:33]3[C:49]#[N:50])=[O:48])([CH2:16][CH2:15]1)[CH2:14][CH2:13]2)=[O:18])[CH3:21], predict the reactants needed to synthesize it. The reactants are: FC(F)(F)C(O)=O.[NH2:8][C:9]12[CH2:16][CH2:15][C:12]([C:17]([O:19][CH2:20][CH3:21])=[O:18])([CH2:13][CH2:14]1)[CH2:11][CH2:10]2.C(=O)([O-])[O-].[K+].[K+].[I-].[K+].[F:30][C@@H:31]1[CH2:35][N:34]([C:36](=[O:48])[CH2:37]OS(C2C=CC=CC=2)(=O)=O)[C@H:33]([C:49]#[N:50])[CH2:32]1. (3) Given the product [CH2:17]([O:10][C:9]1[CH:8]=[CH:7][C:4]([C:5]#[N:6])=[CH:3][C:2]=1[OH:1])[C:18]1[CH:23]=[CH:22][CH:21]=[CH:20][CH:19]=1, predict the reactants needed to synthesize it. The reactants are: [OH:1][C:2]1[CH:3]=[C:4]([CH:7]=[CH:8][C:9]=1[OH:10])[C:5]#[N:6].CC(C)([O-])C.[K+].[CH2:17](Cl)[C:18]1[CH:23]=[CH:22][CH:21]=[CH:20][CH:19]=1.CCCCCC. (4) Given the product [Cl:20][C:19]1[CH:18]=[C:17]([S:21]([NH:1][C:2]2[S:3][C:4]3[C:10](=[O:11])[CH2:9][C:8]([CH3:13])([CH3:12])[CH2:7][C:5]=3[N:6]=2)(=[O:23])=[O:22])[S:16][C:15]=1[Cl:14], predict the reactants needed to synthesize it. The reactants are: [NH2:1][C:2]1[S:3][C:4]2[C:10](=[O:11])[CH2:9][C:8]([CH3:13])([CH3:12])[CH2:7][C:5]=2[N:6]=1.[Cl:14][C:15]1[S:16][C:17]([S:21](Cl)(=[O:23])=[O:22])=[CH:18][C:19]=1[Cl:20]. (5) Given the product [CH3:1][O:2][C:3]1[CH:8]=[CH:7][C:6]([C@H:9]([NH:11][C:16]2[C:15]3[N:19]=[CH:20][N:21]([C:14]=3[N:13]=[CH:12][N:17]=2)[C@@H:22]2[O:26][C@H:25]([CH2:27][OH:28])[C@@H:24]([OH:29])[C@H:23]2[OH:30])[CH3:10])=[CH:5][CH:4]=1, predict the reactants needed to synthesize it. The reactants are: [CH3:1][O:2][C:3]1[CH:8]=[CH:7][C:6]([C@H:9]([NH2:11])[CH3:10])=[CH:5][CH:4]=1.[CH:12]1[N:17]=[C:16](Cl)[C:15]2[N:19]=[CH:20][N:21]([C@@H:22]3[O:26][C@H:25]([CH2:27][OH:28])[C@@H:24]([OH:29])[C@H:23]3[OH:30])[C:14]=2[N:13]=1.